Dataset: Full USPTO retrosynthesis dataset with 1.9M reactions from patents (1976-2016). Task: Predict the reactants needed to synthesize the given product. (1) The reactants are: Cl[C:2]1[NH:6][C:5]2[CH:7]=[C:8]([C:12]([F:15])([F:14])[F:13])[CH:9]=[C:10]([I:11])[C:4]=2[N:3]=1.[Cl:16][C:17]1[CH:18]=[C:19]([CH2:29][OH:30])[CH:20]=[N:21][C:22]=1[N:23]1[CH2:28][CH2:27][NH:26][CH2:25][CH2:24]1. Given the product [Cl:16][C:17]1[CH:18]=[C:19]([CH2:29][OH:30])[CH:20]=[N:21][C:22]=1[N:23]1[CH2:28][CH2:27][N:26]([C:2]2[NH:3][C:4]3[C:10]([I:11])=[CH:9][C:8]([C:12]([F:15])([F:14])[F:13])=[CH:7][C:5]=3[N:6]=2)[CH2:25][CH2:24]1, predict the reactants needed to synthesize it. (2) Given the product [Cl:2][C:3]1[CH:4]=[C:5]([C:9]2[O:13][N:12]=[C:11]([CH:14]([S:16][C:17]3[N:18]([CH2:30][CH3:31])[C:19]([C:22]4[CH:27]=[CH:26][N:25]=[C:24]([OH:28])[CH:23]=4)=[N:20][N:21]=3)[CH3:15])[N:10]=2)[CH:6]=[CH:7][CH:8]=1, predict the reactants needed to synthesize it. The reactants are: Br.[Cl:2][C:3]1[CH:4]=[C:5]([C:9]2[O:13][N:12]=[C:11]([CH:14]([S:16][C:17]3[N:18]([CH2:30][CH3:31])[C:19]([C:22]4[CH:27]=[CH:26][N:25]=[C:24]([O:28]C)[CH:23]=4)=[N:20][N:21]=3)[CH3:15])[N:10]=2)[CH:6]=[CH:7][CH:8]=1.C([O-])(O)=O.[Na+].